This data is from Full USPTO retrosynthesis dataset with 1.9M reactions from patents (1976-2016). The task is: Predict the reactants needed to synthesize the given product. (1) The reactants are: [CH3:1][O:2][C:3]1[CH:4]=[C:5]([CH2:13][CH2:14][C:15](Cl)=[O:16])[CH:6]=[CH:7][C:8]=1[O:9][CH2:10][C:11]#[CH:12].Cl.[CH2:19]1[C:27]2[C:22](=[CH:23][C:24]([CH2:28][NH2:29])=[CH:25][CH:26]=2)[CH2:21][CH2:20]1.C(N(CC)CC)C.O1CCCC1. Given the product [CH2:19]1[C:27]2[C:22](=[CH:23][C:24]([CH2:28][NH:29][C:15](=[O:16])[CH2:14][CH2:13][C:5]3[CH:6]=[CH:7][C:8]([O:9][CH2:10][C:11]#[CH:12])=[C:3]([O:2][CH3:1])[CH:4]=3)=[CH:25][CH:26]=2)[CH2:21][CH2:20]1, predict the reactants needed to synthesize it. (2) Given the product [F:1][C:2]([F:7])([F:6])[C:3]([OH:5])=[O:4].[F:8][C:9]([F:14])([F:13])[C:10]([OH:12])=[O:11].[Cl:22][C:23]1[CH:24]=[N:25][C:26]2[NH:27][C:28]3[CH:29]=[N:30][CH:31]=[C:32]([CH:54]=3)[CH2:33][CH2:34][C:35]3[CH:43]=[C:39]([NH:40][C:41]=1[N:42]=2)[CH:38]=[CH:37][C:36]=3[NH:44][C:45](=[O:53])[CH2:46][CH:47]1[CH2:52][CH2:51][N:50]([S:57]([N:56]([CH3:61])[CH3:55])(=[O:59])=[O:58])[CH2:49][CH2:48]1, predict the reactants needed to synthesize it. The reactants are: [F:1][C:2]([F:7])([F:6])[C:3]([OH:5])=[O:4].[F:8][C:9]([F:14])([F:13])[C:10]([OH:12])=[O:11].FC(F)(F)C(O)=O.[Cl:22][C:23]1[CH:24]=[N:25][C:26]2[NH:27][C:28]3[CH:29]=[N:30][CH:31]=[C:32]([CH:54]=3)[CH2:33][CH2:34][C:35]3[CH:43]=[C:39]([NH:40][C:41]=1[N:42]=2)[CH:38]=[CH:37][C:36]=3[NH:44][C:45](=[O:53])[CH2:46][CH:47]1[CH2:52][CH2:51][NH:50][CH2:49][CH2:48]1.[CH3:55][N:56]([CH3:61])[S:57](Cl)(=[O:59])=[O:58]. (3) Given the product [Cl:10][C:7]1[CH:6]=[C:3]2[C:2]([CH:20]=[C:15]([C:16]([O:18][CH3:19])=[O:17])[N:14]=[CH:4]2)=[CH:9][CH:8]=1, predict the reactants needed to synthesize it. The reactants are: Br[C:2]1[CH:9]=[CH:8][C:7]([Cl:10])=[CH:6][C:3]=1[CH:4]=O.C([NH:14][C:15](=[CH2:20])[C:16]([O:18][CH3:19])=[O:17])(=O)C. (4) Given the product [NH:25]([C:61]([O:63][C:64]([CH3:66])([CH3:65])[CH3:67])=[O:62])[C@H:26]([C:42]([NH:44][C@H:45]([C:50]([N:52]1[CH2:60][CH2:59][CH2:58][C@H:53]1[C:54]([O:56][CH3:57])=[O:55])=[O:51])[CH2:46][CH:47]([CH3:49])[CH3:48])=[O:43])[CH2:27][C:28]1[CH:29]=[CH:30][C:31]([OH:34])=[CH:32][CH:33]=1, predict the reactants needed to synthesize it. The reactants are: N(C(OC(C)(C)C)=O)[C@H](C(N1CCC[C@H]1C(OC)=O)=O)CC(C)C.[NH:25]([C:61]([O:63][C:64]([CH3:67])([CH3:66])[CH3:65])=[O:62])[C@H:26]([C:42]([NH:44][C@H:45]([C:50]([N:52]1[CH2:60][CH2:59][CH2:58][C@H:53]1[C:54]([O:56][CH3:57])=[O:55])=[O:51])[CH2:46][CH:47]([CH3:49])[CH3:48])=[O:43])[CH2:27][C:28]1[CH:33]=[CH:32][C:31]([O:34]CC2C=CC=CC=2)=[CH:30][CH:29]=1.C(O)(C(F)(F)F)=O.N(C(OC(C)(C)C)=O)[C@H](C(O)=O)CC1C=CC(OCC2C=CC=CC=2)=CC=1.F[P-](F)(F)(F)(F)F.N1(O[P+](N(C)C)(N(C)C)N(C)C)C2C=CC=CC=2N=N1.CCN(C(C)C)C(C)C. (5) Given the product [Br:1][C:2]1[CH:10]=[CH:9][C:5]2[N:6]([CH:12]3[CH2:13][CH2:14][CH2:15][CH2:16][O:11]3)[CH:7]=[N:8][C:4]=2[CH:3]=1, predict the reactants needed to synthesize it. The reactants are: [Br:1][C:2]1[CH:10]=[CH:9][C:5]2[NH:6][CH:7]=[N:8][C:4]=2[CH:3]=1.[O:11]1[CH:16]=[CH:15][CH2:14][CH2:13][CH2:12]1.CC1C=CC(S(O)(=O)=O)=CC=1.O. (6) Given the product [Cl:11][C:8]1[CH:7]=[C:3]2[C:2](=[CH:10][CH:9]=1)[N:1]=[C:17]([OH:16])[N:18]=[C:4]2[OH:5], predict the reactants needed to synthesize it. The reactants are: [NH2:1][C:2]1[CH:10]=[CH:9][C:8]([Cl:11])=[CH:7][C:3]=1[C:4](O)=[O:5].C(O)(=O)C.[O-:16][C:17]#[N:18].[K+].[OH-].[Na+]. (7) The reactants are: [CH3:1][NH:2][CH2:3][CH2:4][CH2:5][Si:6]([CH3:11])([O:9][CH3:10])[O:7][CH3:8].[CH:12]([N:15]=[C:16]=[N:17][CH:18]([CH3:20])[CH3:19])([CH3:14])[CH3:13].N=C=N. Given the product [CH:12]([N:15]=[C:16]([NH:17][CH:18]([CH3:20])[CH3:19])[N:2]([CH3:1])[CH2:3][CH2:4][CH2:5][Si:6]([CH3:11])([O:9][CH3:10])[O:7][CH3:8])([CH3:14])[CH3:13], predict the reactants needed to synthesize it.